From a dataset of Full USPTO retrosynthesis dataset with 1.9M reactions from patents (1976-2016). Predict the reactants needed to synthesize the given product. (1) Given the product [C:9]([C:11]1[CH:16]=[C:15]([C:2]2[CH:7]=[N:6][NH:5][C:4](=[O:8])[CH:3]=2)[CH:14]=[CH:13][CH:12]=1)#[N:10], predict the reactants needed to synthesize it. The reactants are: Cl[C:2]1[CH:7]=[N:6][NH:5][C:4](=[O:8])[CH:3]=1.[C:9]([C:11]1[CH:12]=[C:13](B(O)O)[CH:14]=[CH:15][CH:16]=1)#[N:10].C(=O)([O-])[O-].[Na+].[Na+]. (2) Given the product [Br:1][C:2]1[CH:3]=[C:4]([CH3:15])[C:5]([C:8]2[CH2:13][CH2:12][CH:11]([NH:16][CH2:17][CH2:18][OH:19])[CH2:10][CH:9]=2)=[N:6][CH:7]=1, predict the reactants needed to synthesize it. The reactants are: [Br:1][C:2]1[CH:3]=[C:4]([CH3:15])[C:5]([C:8]2[CH2:13][CH2:12][C:11](=O)[CH2:10][CH:9]=2)=[N:6][CH:7]=1.[NH2:16][CH2:17][CH2:18][OH:19].C(O[BH-](OC(=O)C)OC(=O)C)(=O)C.[Na+].C(=O)([O-])[O-].[Na+].[Na+].